From a dataset of Forward reaction prediction with 1.9M reactions from USPTO patents (1976-2016). Predict the product of the given reaction. (1) Given the reactants [O-:1][P:2]=[O:3].[O-:4][P:5]=[O:6].[O-:7][P:8]=[O:9].[Al+3:10].[PH2]([O-])=O.[Ca+2].[PH2]([O-])=O, predict the reaction product. The product is: [PH2:2]([O-:3])=[O:1].[Al+3:10].[PH2:5]([O-:6])=[O:4].[PH2:8]([O-:9])=[O:7]. (2) Given the reactants [OH:1][C:2]1[CH:10]=[CH:9][C:5]([C:6]([OH:8])=O)=[CH:4][CH:3]=1.[NH2:11][C:12]1[CH:17]=[CH:16][CH:15]=[CH:14][CH:13]=1.CCN=C=NCCCN(C)C, predict the reaction product. The product is: [OH:1][C:2]1[CH:3]=[CH:4][C:5]([C:6]([NH:11][C:12]2[CH:17]=[CH:16][CH:15]=[CH:14][CH:13]=2)=[O:8])=[CH:9][CH:10]=1. (3) Given the reactants Br[C:2]1[S:3][CH:4]=[C:5]([Br:7])[N:6]=1.C([Li])CCC.[O:13]=[C:14]1[CH2:19][CH2:18][N:17]([C:20]([O:22][C:23]([CH3:26])([CH3:25])[CH3:24])=[O:21])[CH2:16][CH2:15]1.[Cl-].[NH4+], predict the reaction product. The product is: [Br:7][C:5]1[N:6]=[C:2]([C:14]2([OH:13])[CH2:15][CH2:16][N:17]([C:20]([O:22][C:23]([CH3:25])([CH3:24])[CH3:26])=[O:21])[CH2:18][CH2:19]2)[S:3][CH:4]=1. (4) The product is: [C:39]([O:38][C:36]([NH:35][CH2:34][CH2:33][CH2:32][C:29]1[CH:28]=[CH:27][C:26]([NH:25][C:19]2[N:18]=[C:17]3[C:22]([N:23]=[CH:24][N:16]3[C:13]3[CH:14]=[CH:15][C:10]([O:9][CH2:8][CH2:7][CH2:6][CH2:5][C:4]([OH:43])=[O:3])=[CH:11][CH:12]=3)=[CH:21][N:20]=2)=[CH:31][CH:30]=1)=[O:37])([CH3:42])([CH3:40])[CH3:41]. Given the reactants C([O:3][C:4](=[O:43])[CH2:5][CH2:6][CH2:7][CH2:8][O:9][C:10]1[CH:15]=[CH:14][C:13]([N:16]2[CH:24]=[N:23][C:22]3[C:17]2=[N:18][C:19]([NH:25][C:26]2[CH:31]=[CH:30][C:29]([CH2:32][CH2:33][CH2:34][NH:35][C:36]([O:38][C:39]([CH3:42])([CH3:41])[CH3:40])=[O:37])=[CH:28][CH:27]=2)=[N:20][CH:21]=3)=[CH:12][CH:11]=1)C.O[Li].O, predict the reaction product. (5) Given the reactants Cl[CH2:2][C:3]([N:5]1[CH2:10][CH2:9][C:8]2([C:14]3[CH:15]=[CH:16][CH:17]=[CH:18][C:13]=3[C:12](=[O:19])[O:11]2)[CH2:7][CH2:6]1)=[O:4].[C:20]1([CH:26]([NH2:33])[C:27]2[CH:32]=[CH:31][CH:30]=[CH:29][CH:28]=2)[CH:25]=[CH:24][CH:23]=[CH:22][CH:21]=1.C(N(CC)CC)C.O, predict the reaction product. The product is: [C:27]1([CH:26]([C:20]2[CH:21]=[CH:22][CH:23]=[CH:24][CH:25]=2)[NH:33][CH2:2][C:3]([N:5]2[CH2:10][CH2:9][C:8]3([C:14]4[CH:15]=[CH:16][CH:17]=[CH:18][C:13]=4[C:12](=[O:19])[O:11]3)[CH2:7][CH2:6]2)=[O:4])[CH:28]=[CH:29][CH:30]=[CH:31][CH:32]=1. (6) Given the reactants [CH3:1][C:2]1[CH:7]=[CH:6][CH:5]=[CH:4][C:3]=1[NH:8][C:9](=[O:21])[NH:10][C:11]1[CH:16]=[CH:15][C:14]([CH2:17][C:18]([OH:20])=O)=[CH:13][CH:12]=1.[NH:22]1[CH2:26][CH2:25][CH2:24][C@H:23]1[CH2:27][O:28][C:29]1[CH:38]=[CH:37][C:32]([C:33]([O:35][CH3:36])=[O:34])=[CH:31][C:30]=1[C:39]([O:41][CH3:42])=[O:40].CCN(CC)CC, predict the reaction product. The product is: [CH3:1][C:2]1[CH:7]=[CH:6][CH:5]=[CH:4][C:3]=1[NH:8][C:9](=[O:21])[NH:10][C:11]1[CH:12]=[CH:13][C:14]([CH2:17][C:18]([N:22]2[CH2:26][CH2:25][CH2:24][CH:23]2[CH2:27][O:28][C:29]2[CH:38]=[CH:37][C:32]([C:33]([O:35][CH3:36])=[O:34])=[CH:31][C:30]=2[C:39]([O:41][CH3:42])=[O:40])=[O:20])=[CH:15][CH:16]=1. (7) Given the reactants [N:1]([CH:4]1[CH2:23][N:8]2[C:9]3[C:14]([C:15]([CH2:16][C:17]([O:19]CCC)=[O:18])=[C:7]2[CH2:6][CH2:5]1)=[CH:13][CH:12]=[CH:11][CH:10]=3)=[N+:2]=[N-:3].[C:24]([C:26]1[CH:31]=[CH:30][C:29]([C:32]([F:35])([F:34])[F:33])=[CH:28][CH:27]=1)#[CH:25], predict the reaction product. The product is: [F:33][C:32]([F:34])([F:35])[C:29]1[CH:28]=[CH:27][C:26]([C:24]2[N:3]=[N:2][N:1]([CH:4]3[CH2:23][N:8]4[C:9]5[C:14]([C:15]([CH2:16][C:17]([OH:19])=[O:18])=[C:7]4[CH2:6][CH2:5]3)=[CH:13][CH:12]=[CH:11][CH:10]=5)[CH:25]=2)=[CH:31][CH:30]=1. (8) Given the reactants C(O[CH:4](OCC)[CH2:5][SH:6])C.[Cl:10][C:11]1[CH:16]=[CH:15][CH:14]=[CH:13][CH:12]=1, predict the reaction product. The product is: [Cl:10][C:11]1[CH:16]=[CH:4][C:5]2[S:6][CH:15]=[CH:14][C:13]=2[CH:12]=1.